Dataset: Forward reaction prediction with 1.9M reactions from USPTO patents (1976-2016). Task: Predict the product of the given reaction. (1) Given the reactants C(OC(=O)[NH:7][CH:8]1[CH2:13][CH2:12][N:11]([CH2:14][C@@H:15]([N:17]2[CH2:22][CH2:21][C@H:20]([OH:23])[C@@H:19]([CH3:24])[CH2:18]2)[CH3:16])[CH2:10][CH2:9]1)(C)(C)C.[ClH:26].O1CCOCC1.Cl.Cl.Cl.CC1CCN(CCN2CCC(N)CC2)CC1, predict the reaction product. The product is: [ClH:26].[ClH:26].[ClH:26].[NH2:7][CH:8]1[CH2:13][CH2:12][N:11]([CH2:14][C@@H:15]([N:17]2[CH2:22][CH2:21][C@H:20]([OH:23])[C@@H:19]([CH3:24])[CH2:18]2)[CH3:16])[CH2:10][CH2:9]1. (2) The product is: [OH-:30].[NH4+:6].[Cl:1][C:2]1[CH:3]=[C:4]([C:5]#[N:6])[CH:7]=[C:8]([Cl:20])[C:9]=1[N:10]1[CH:19]=[C:13]2[C:14]([NH:21][C:22]3[N:27]=[CH:26][N:25]=[C:24]([NH:28][C:29]([CH:31]4[CH2:32][CH2:33]4)=[O:30])[CH:23]=3)=[N:15][CH:16]=[CH:17][C:12]2=[N:11]1. Given the reactants [Cl:1][C:2]1[CH:3]=[C:4]([CH:7]=[C:8]([Cl:20])[C:9]=1[N:10]1[CH:19]=[C:13]2[C:14](Cl)=[N:15][CH:16]=[CH:17][C:12]2=[N:11]1)[C:5]#[N:6].[NH2:21][C:22]1[N:27]=[CH:26][N:25]=[C:24]([NH:28][C:29]([CH:31]2[CH2:33][CH2:32]2)=[O:30])[CH:23]=1.CC1(C)C2C(=C(P(C3C=CC=CC=3)C3C=CC=CC=3)C=CC=2)OC2C(P(C3C=CC=CC=3)C3C=CC=CC=3)=CC=CC1=2.C(=O)([O-])[O-].[Cs+].[Cs+], predict the reaction product. (3) Given the reactants [C:1]([C:5]1[CH:6]=[C:7]2[C:12](=[C:13]([F:15])[CH:14]=1)[C:11](=[O:16])[N:10]([C:17]1[N:24]=[CH:23][CH:22]=[C:21]([C:25]3[CH:30]=[C:29]([NH:31][C:32]4[CH:45]=[C:35]5[CH2:36][N:37]([CH2:40][C:41]([F:44])([F:43])[F:42])[CH2:38][CH2:39][N:34]5[N:33]=4)[C:28](=[O:46])[N:27]([CH3:47])[CH:26]=3)[C:18]=1[CH:19]=[O:20])[N:9]=[CH:8]2)([CH3:4])([CH3:3])[CH3:2].[BH4-].[Na+], predict the reaction product. The product is: [C:1]([C:5]1[CH:6]=[C:7]2[C:12](=[C:13]([F:15])[CH:14]=1)[C:11](=[O:16])[N:10]([C:17]1[C:18]([CH2:19][OH:20])=[C:21]([C:25]3[CH:30]=[C:29]([NH:31][C:32]4[CH:45]=[C:35]5[CH2:36][N:37]([CH2:40][C:41]([F:44])([F:43])[F:42])[CH2:38][CH2:39][N:34]5[N:33]=4)[C:28](=[O:46])[N:27]([CH3:47])[CH:26]=3)[CH:22]=[CH:23][N:24]=1)[N:9]=[CH:8]2)([CH3:4])([CH3:2])[CH3:3]. (4) Given the reactants [CH3:1][O:2][C:3]1[CH:12]=[CH:11][C:6]([CH:7]=[CH:8][CH:9]=[O:10])=[CH:5][CH:4]=1.C(C1C(=O)C(Cl)=C(Cl)[C:17](=[O:18])C=1C#N)#N.CO, predict the reaction product. The product is: [CH3:1][O:2][C:3]1[CH:12]=[CH:11][C:6]([CH:7]=[CH:8][C:9]([O:18][CH3:17])=[O:10])=[CH:5][CH:4]=1. (5) Given the reactants [NH2:1][C:2]1[CH:23]=[CH:22][C:5]([O:6][C:7]2[CH:16]=[CH:15][N:14]=[C:13]3[C:8]=2[C:9]2[CH:21]=[CH:20][CH:19]=[CH:18][C:10]=2[C:11](=[O:17])[NH:12]3)=[CH:4][C:3]=1[F:24].[Cl:25][C:26]1[N:34]=[CH:33][C:32]([Cl:35])=[CH:31][C:27]=1[C:28](Cl)=[O:29], predict the reaction product. The product is: [Cl:25][C:26]1[N:34]=[CH:33][C:32]([Cl:35])=[CH:31][C:27]=1[C:28]([NH:1][C:2]1[CH:23]=[CH:22][C:5]([O:6][C:7]2[CH:16]=[CH:15][N:14]=[C:13]3[C:8]=2[C:9]2[CH:21]=[CH:20][CH:19]=[CH:18][C:10]=2[C:11](=[O:17])[NH:12]3)=[CH:4][C:3]=1[F:24])=[O:29]. (6) Given the reactants [O:1]=[C:2]1[CH2:7][CH2:6][CH2:5][CH:4]([C:8]([OH:10])=[O:9])[CH2:3]1.[CH2:11](O)[CH3:12].C1(C)C=CC(S(O)(=O)=O)=CC=1, predict the reaction product. The product is: [O:1]=[C:2]1[CH2:7][CH2:6][CH2:5][CH:4]([C:8]([O:10][CH2:11][CH3:12])=[O:9])[CH2:3]1. (7) Given the reactants Cl[C:2]1[N:3]=[N:4][C:5]([CH3:27])=[C:6]([C:17]2[CH:26]=[CH:25][C:24]3[C:19](=[CH:20][CH:21]=[CH:22][CH:23]=3)[CH:18]=2)[C:7]=1[C:8]1[C:13]([F:14])=[CH:12][C:11]([F:15])=[CH:10][C:9]=1[F:16].[CH3:28][O-:29].[Na+].[CH3:31][OH:32], predict the reaction product. The product is: [CH3:28][O:29][C:2]1[N:3]=[N:4][C:5]([CH3:27])=[C:6]([C:17]2[CH:26]=[CH:25][C:24]3[C:19](=[CH:20][CH:21]=[CH:22][CH:23]=3)[CH:18]=2)[C:7]=1[C:8]1[C:13]([F:14])=[CH:12][C:11]([F:15])=[CH:10][C:9]=1[F:16].[F:16][C:9]1[CH:10]=[C:11]([O:29][CH3:28])[CH:12]=[C:13]([F:14])[C:8]=1[C:7]1[C:6]([C:17]2[CH:26]=[CH:25][C:24]3[C:19](=[CH:20][CH:21]=[CH:22][CH:23]=3)[CH:18]=2)=[C:5]([CH3:27])[N:4]=[N:3][C:2]=1[O:32][CH3:31]. (8) Given the reactants [O:1]=[C:2]1[NH:7][CH:6]=[N:5][C:4]2[O:8][C:9]([C:17]3[CH:22]=[CH:21][C:20]([C:23]4([NH:27][C:28](=[O:34])[O:29][C:30]([CH3:33])([CH3:32])[CH3:31])[CH2:26][CH2:25][CH2:24]4)=[CH:19][CH:18]=3)=[C:10]([C:11]3[CH:16]=[CH:15][CH:14]=[CH:13][CH:12]=3)[C:3]1=2.C([O-])([O-])=O.[K+].[K+].[Na+].[I-].Br[CH2:44][C:45]#[N:46], predict the reaction product. The product is: [C:45]([CH2:44][N:7]1[C:2](=[O:1])[C:3]2[C:10]([C:11]3[CH:12]=[CH:13][CH:14]=[CH:15][CH:16]=3)=[C:9]([C:17]3[CH:22]=[CH:21][C:20]([C:23]4([NH:27][C:28](=[O:34])[O:29][C:30]([CH3:31])([CH3:33])[CH3:32])[CH2:24][CH2:25][CH2:26]4)=[CH:19][CH:18]=3)[O:8][C:4]=2[N:5]=[CH:6]1)#[N:46]. (9) Given the reactants [CH3:1][C:2]([CH3:52])([CH2:6][C:7]([O:9][C@H:10]1[CH2:27][CH2:26][C@@:25]2([CH3:28])[C@@H:12]([CH2:13][CH2:14][C@:15]3([CH3:49])[C@@H:24]2[CH2:23][CH2:22][C@H:21]2[C@@:16]3([CH3:48])[CH2:17][CH2:18][C@@:19]3([C@@H:36]([OH:47])[CH2:37][NH:38][CH2:39][C:40]4[CH:45]=[CH:44][C:43]([Cl:46])=[CH:42][CH:41]=4)[CH2:31][C:30](=[O:32])[C:29]([CH:33]([CH3:35])[CH3:34])=[C:20]32)[C:11]1([CH3:51])[CH3:50])=[O:8])[C:3]([O-:5])=[O:4].[Na+].S([O-])(O)=O.[CH3:58][C:59]([CH3:63])(N)[CH:60]=O.[CH3:64][CH2:65][N:66]([CH2:69]C)[CH2:67]C.[BH3-]C#N.[Na+], predict the reaction product. The product is: [CH3:52][C:2]([CH3:1])([CH2:6][C:7]([O:9][C@H:10]1[CH2:27][CH2:26][C@@:25]2([CH3:28])[C@@H:12]([CH2:13][CH2:14][C@:15]3([CH3:49])[C@@H:24]2[CH2:23][CH2:22][C@H:21]2[C@@:16]3([CH3:48])[CH2:17][CH2:18][C@@:19]3([C@@H:36]([OH:47])[CH2:37][N:38]([CH2:39][C:40]4[CH:45]=[CH:44][C:43]([Cl:46])=[CH:42][CH:41]=4)[CH2:64][CH2:65][N:66]([CH3:69])[CH3:67])[CH2:31][C:30](=[O:32])[C:29]([CH:33]([CH3:35])[CH3:34])=[C:20]32)[C:11]1([CH3:50])[CH3:51])=[O:8])[C:3]([O:5][C:59]([CH3:63])([CH3:60])[CH3:58])=[O:4].